Dataset: hERG potassium channel inhibition data for cardiac toxicity prediction from Karim et al.. Task: Regression/Classification. Given a drug SMILES string, predict its toxicity properties. Task type varies by dataset: regression for continuous values (e.g., LD50, hERG inhibition percentage) or binary classification for toxic/non-toxic outcomes (e.g., AMES mutagenicity, cardiotoxicity, hepatotoxicity). Dataset: herg_karim. (1) The molecule is CCCC[NH+](CCCC)C[C@H](O)c1cc(Cl)cc2c1-c1ccc(Cl)cc1/C2=C\c1ccc(Cl)cc1. The result is 1 (blocker). (2) The molecule is CN(C)C1CCN(C(=O)c2ccc(NC(=O)Nc3nc(N4CCOCC4)nc(N4CCOCC4)n3)cc2)CC1. The result is 0 (non-blocker). (3) The drug is O=C(Nc1ccc(C(F)(F)F)cc1)NS(=O)(=O)c1ccc(OCCCN2CCCC2)cc1. The result is 0 (non-blocker). (4) The drug is COc1cc(N2C(=O)N(c3ccc(-c4csc(C(=O)O)c4)cc3)C(=O)C23CCN(Cc2ncccc2C)CC3)ncn1. The result is 1 (blocker).